This data is from Reaction yield outcomes from USPTO patents with 853,638 reactions. The task is: Predict the reaction yield, written as a fraction of the theoretical maximum amount of product (1.0 means a 100% yield; for example, 0.34 means a 34% yield). (1) The reactants are BrC1C=C[C:5](NCC(OC)=O)=[N:6]C=1.[Cl:14][C:15]1[CH:16]=[CH:17][CH:18]=[C:19]2[C:23]=1[NH:22][CH:21]=[C:20]2[CH:24]=O.CN1C2C(=CC=CC=2)C(C)=C1C=O. No catalyst specified. The product is [Cl:14][C:15]1[CH:16]=[CH:17][CH:18]=[C:19]2[C:23]=1[NH:22][CH:21]=[C:20]2[CH2:24][NH:6][CH3:5]. The yield is 0.920. (2) The reactants are [CH:1]([NH:4][CH2:5][C:6]1[CH:15]=[CH:14][C:9]([C:10]([O:12][CH3:13])=[O:11])=[CH:8][CH:7]=1)([CH3:3])[CH3:2].C([O-])(O)=O.[Na+].[CH3:21][C:22]([O:25][C:26](O[C:26]([O:25][C:22]([CH3:24])([CH3:23])[CH3:21])=[O:27])=[O:27])([CH3:24])[CH3:23]. The catalyst is C1COCC1.CCOC(C)=O. The product is [C:22]([O:25][C:26]([N:4]([CH2:5][C:6]1[CH:7]=[CH:8][C:9]([C:10]([O:12][CH3:13])=[O:11])=[CH:14][CH:15]=1)[CH:1]([CH3:3])[CH3:2])=[O:27])([CH3:24])([CH3:23])[CH3:21]. The yield is 0.970. (3) The reactants are [Cl:1][C:2]1[CH:3]=[C:4]([C:9]2[CH:17]=[CH:16][CH:15]=[C:14]3[C:10]=2[CH2:11][C:12](=[O:18])[NH:13]3)[CH:5]=[CH:6][C:7]=1[F:8].[OH:19][CH:20]([CH2:33][N:34]1[CH2:38][CH2:37][CH2:36][CH2:35]1)[CH2:21][NH:22][C:23]([C:25]1[CH:29]=[C:28]([CH3:30])[NH:27][C:26]=1[CH:31]=O)=[O:24].N1CCCCC1. The catalyst is C(O)C. The product is [OH:19][CH:20]([CH2:33][N:34]1[CH2:35][CH2:36][CH2:37][CH2:38]1)[CH2:21][NH:22][C:23]([C:25]1[CH:29]=[C:28]([CH3:30])[NH:27][C:26]=1/[CH:31]=[C:11]1\[C:12](=[O:18])[NH:13][C:14]2[C:10]\1=[C:9]([C:4]1[CH:5]=[CH:6][C:7]([F:8])=[C:2]([Cl:1])[CH:3]=1)[CH:17]=[CH:16][CH:15]=2)=[O:24]. The yield is 0.600. (4) The reactants are Cl.C(N(CC)CC)C.[NH2:9][C@H:10]([C:13]([OH:15])=[O:14])[CH2:11][OH:12].C1C(=O)N([O:23][C:24]([O:26][CH2:27][CH:28]2[C:40]3[C:35](=[CH:36][CH:37]=[CH:38][CH:39]=3)[C:34]3[C:29]2=[CH:30][CH:31]=[CH:32][CH:33]=3)=O)C(=O)C1. The catalyst is C(=O)([O-])O.[Na+].COCCOC. The product is [NH:9]([C:24]([O:26][CH2:27][CH:28]1[C:29]2[C:34](=[CH:33][CH:32]=[CH:31][CH:30]=2)[C:35]2[C:40]1=[CH:39][CH:38]=[CH:37][CH:36]=2)=[O:23])[C@H:10]([C:13]([OH:15])=[O:14])[CH2:11][OH:12]. The yield is 0.626. (5) The reactants are [NH2:1][C:2]1[S:3][C:4]2[C:9]([N:10]=1)=[CH:8][CH:7]=[C:6]([O:11][C:12]1[CH:13]=[C:14]([NH:19][C:20](=[O:32])[C:21]3[CH:26]=[CH:25][CH:24]=[C:23]([C:27]([C:30]#[N:31])([CH3:29])[CH3:28])[CH:22]=3)[CH:15]=[CH:16][C:17]=1[CH3:18])[N:5]=2.[CH3:33][N:34]([CH3:39])[CH2:35][C:36](O)=[O:37].F[P-](F)(F)(F)(F)F.N1(OC(N(C)C)=[N+](C)C)C2N=CC=CC=2N=N1.C(=O)([O-])O.[Na+]. The catalyst is N1C=CC=CC=1. The product is [C:30]([C:27]([C:23]1[CH:22]=[C:21]([CH:26]=[CH:25][CH:24]=1)[C:20]([NH:19][C:14]1[CH:15]=[CH:16][C:17]([CH3:18])=[C:12]([O:11][C:6]2[N:5]=[C:4]3[S:3][C:2]([NH:1][C:36](=[O:37])[CH2:35][N:34]([CH3:39])[CH3:33])=[N:10][C:9]3=[CH:8][CH:7]=2)[CH:13]=1)=[O:32])([CH3:29])[CH3:28])#[N:31]. The yield is 0.140. (6) The catalyst is C1(C)C=CC=CC=1.C(O)C.O.C1C=CC([P]([Pd]([P](C2C=CC=CC=2)(C2C=CC=CC=2)C2C=CC=CC=2)([P](C2C=CC=CC=2)(C2C=CC=CC=2)C2C=CC=CC=2)[P](C2C=CC=CC=2)(C2C=CC=CC=2)C2C=CC=CC=2)(C2C=CC=CC=2)C2C=CC=CC=2)=CC=1. The yield is 0.620. The reactants are Br[C:2]1[CH:14]=[CH:13][C:5]2[NH:6][C:7](=[O:12])[O:8][C:9]([CH3:11])([CH3:10])[C:4]=2[CH:3]=1.[C:15]([O:19][C:20]([N:22]1[CH:26]=[CH:25][CH:24]=[C:23]1B(O)O)=[O:21])([CH3:18])([CH3:17])[CH3:16].C(=O)([O-])[O-].[K+].[K+].C(=O)(O)[O-].[Na+]. The product is [C:15]([O:19][C:20]([N:22]1[CH:26]=[CH:25][CH:24]=[C:23]1[C:2]1[CH:14]=[CH:13][C:5]2[NH:6][C:7](=[O:12])[O:8][C:9]([CH3:11])([CH3:10])[C:4]=2[CH:3]=1)=[O:21])([CH3:18])([CH3:16])[CH3:17].